This data is from Forward reaction prediction with 1.9M reactions from USPTO patents (1976-2016). The task is: Predict the product of the given reaction. (1) Given the reactants [CH2:1]([N:8]1[C:16]([C:17]2[CH:32]=[CH:31][C:20]([O:21][C:22]3[CH:23]=[C:24]([CH:28]=[CH:29][CH:30]=3)[C:25]([OH:27])=O)=[CH:19][CH:18]=2)=[C:15]2[C:10]([C:11]([C:33]([F:36])([F:35])[F:34])=[CH:12][CH:13]=[CH:14]2)=[N:9]1)[C:2]1[CH:7]=[CH:6][CH:5]=[CH:4][CH:3]=1.Cl.CN(C)CCCN=C=NCC.Cl.[CH3:50][O:51][NH:52][CH3:53].C(N(CC)CC)C, predict the reaction product. The product is: [CH2:1]([N:8]1[C:16]([C:17]2[CH:32]=[CH:31][C:20]([O:21][C:22]3[CH:23]=[C:24]([CH:28]=[CH:29][CH:30]=3)[C:25]([N:52]([O:51][CH3:50])[CH3:53])=[O:27])=[CH:19][CH:18]=2)=[C:15]2[C:10]([C:11]([C:33]([F:35])([F:34])[F:36])=[CH:12][CH:13]=[CH:14]2)=[N:9]1)[C:2]1[CH:7]=[CH:6][CH:5]=[CH:4][CH:3]=1. (2) Given the reactants [NH2:1][C:2]1[CH:3]=[C:4]([NH:9][S:10]([N:13]([CH3:15])[CH3:14])(=[O:12])=[O:11])[C:5]([Cl:8])=[N:6][CH:7]=1.F[C:17]1[C:22]([C:23]2[N:28]=[C:27]([CH3:29])[N:26]=[C:25]([NH2:30])[N:24]=2)=[CH:21][C:20]([O:31][CH3:32])=[CH:19][N:18]=1.C[Si]([N-][Si](C)(C)C)(C)C.[Na+].[NH4+].[Cl-], predict the reaction product. The product is: [NH2:30][C:25]1[N:26]=[C:27]([CH3:29])[N:28]=[C:23]([C:22]2[C:17]([NH:1][C:2]3[CH:3]=[C:4]([NH:9][S:10]([N:13]([CH3:15])[CH3:14])(=[O:11])=[O:12])[C:5]([Cl:8])=[N:6][CH:7]=3)=[N:18][CH:19]=[C:20]([O:31][CH3:32])[CH:21]=2)[N:24]=1. (3) Given the reactants Cl[C:2]1[CH:7]=[CH:6][CH:5]=[CH:4][C:3]=1[C:8]1[CH:13]=[CH:12][CH:11]=[CH:10][C:9]=1[CH2:14][C:15]([NH:17][C:18](=[O:20])[CH3:19])=[NH:16].C[OH:22], predict the reaction product. The product is: [C:18]([OH:20])(=[O:22])[CH3:19].[C:8]1([C:3]2[CH:2]=[CH:7][CH:6]=[CH:5][CH:4]=2)[CH:13]=[CH:12][CH:11]=[CH:10][C:9]=1[CH2:14][C:15]([NH2:17])=[NH:16]. (4) Given the reactants C(O)(=O)C.[Br:5][C:6]1[C:7]([O:14][CH3:15])=[C:8]([CH:11]=[CH:12][CH:13]=1)[CH2:9][NH2:10].CS[C:18]1[N:19](C(OC)=O)[CH2:20][CH2:21][N:22]=1, predict the reaction product. The product is: [Br:5][C:6]1[C:7]([O:14][CH3:15])=[C:8]([CH:11]=[CH:12][CH:13]=1)[CH2:9][N:10]1[CH2:21][CH2:20][N:19]=[C:18]1[NH2:22]. (5) Given the reactants [Cl:1][C:2]1[CH:27]=[CH:26][C:5]2[N:6]3[C:10]([CH2:11][NH:12][CH2:13][C:4]=2[CH:3]=1)=[N:9][N:8]=[C:7]3[C@H:14]1[CH2:19][CH2:18][C@H:17]([C:20]2[CH:24]=[C:23]([CH3:25])[O:22][N:21]=2)[CH2:16][CH2:15]1.C(=O)([O-])[O-].[Cs+].[Cs+].Cl.[CH3:35][NH:36][CH2:37][CH2:38]Cl, predict the reaction product. The product is: [Cl:1][C:2]1[CH:27]=[CH:26][C:5]2[N:6]3[C:10]([CH2:11][N:12]([CH2:38][CH2:37][NH:36][CH3:35])[CH2:13][C:4]=2[CH:3]=1)=[N:9][N:8]=[C:7]3[C@H:14]1[CH2:15][CH2:16][C@H:17]([C:20]2[CH:24]=[C:23]([CH3:25])[O:22][N:21]=2)[CH2:18][CH2:19]1. (6) Given the reactants Cl[C:2]1[CH:11]=[CH:10][C:9]2[C:8]([S:12]([NH:15][CH:16]3[CH2:20][CH2:19][CH2:18][CH2:17]3)(=[O:14])=[O:13])=[CH:7][C:6]([C:21]3[C:22]([CH3:27])=[N:23][O:24][C:25]=3[CH3:26])=[CH:5][C:4]=2[N:3]=1.[CH:28]1([CH2:31][OH:32])[CH2:30][CH2:29]1.[H-].[Na+], predict the reaction product. The product is: [CH:16]1([NH:15][S:12]([C:8]2[C:9]3[CH:10]=[CH:11][C:2]([O:32][CH2:31][CH:28]4[CH2:30][CH2:29]4)=[N:3][C:4]=3[CH:5]=[C:6]([C:21]3[C:22]([CH3:27])=[N:23][O:24][C:25]=3[CH3:26])[CH:7]=2)(=[O:14])=[O:13])[CH2:20][CH2:19][CH2:18][CH2:17]1. (7) Given the reactants [C@@H:1]12[CH2:6][C@@H:5]1[CH2:4][NH:3][C@@H:2]2[CH2:7][NH:8][C:9]([C:11]1[N:18]2[C:14]([S:15][CH:16]=[CH:17]2)=[N:13][C:12]=1[CH3:19])=[O:10].[C:20]1([S:30](Cl)(=[O:32])=[O:31])[C:29]2[C:24](=[CH:25][CH:26]=[CH:27][CH:28]=2)[CH:23]=[CH:22][CH:21]=1, predict the reaction product. The product is: [C:20]1([S:30]([N:3]2[CH2:4][C@@H:5]3[C@@H:1]([CH2:6]3)[C@H:2]2[CH2:7][NH:8][C:9]([C:11]2[N:18]3[C:14]([S:15][CH:16]=[CH:17]3)=[N:13][C:12]=2[CH3:19])=[O:10])(=[O:32])=[O:31])[C:29]2[C:24](=[CH:25][CH:26]=[CH:27][CH:28]=2)[CH:23]=[CH:22][CH:21]=1. (8) Given the reactants C(OC([N:8]1[C:12]2[CH:13]=[CH:14][N:15]=[CH:16][C:11]=2[C:10]2[CH:17]=[CH:18][C:19]([C:21]3[CH:22]=[N:23][C:24]([F:27])=[CH:25][CH:26]=3)=[N:20][C:9]1=2)=O)(C)(C)C.FC(F)(F)C(O)=O.C(N(CC)CC)C, predict the reaction product. The product is: [F:27][C:24]1[N:23]=[CH:22][C:21]([C:19]2[CH:18]=[CH:17][C:10]3[C:11]4[CH:16]=[N:15][CH:14]=[CH:13][C:12]=4[NH:8][C:9]=3[N:20]=2)=[CH:26][CH:25]=1. (9) Given the reactants [F:1][C:2]1[CH:35]=[C:34]([F:36])[CH:33]=[CH:32][C:3]=1[CH2:4][N:5]([CH2:29][CH2:30][CH3:31])[C:6](=[O:28])[CH2:7][O:8][C:9]1[CH:14]=[CH:13][C:12]([CH2:15][CH2:16][O:17][C:18]2[CH:27]=[CH:26][CH:25]=[CH:24][C:19]=2[C:20]([O:22]C)=[O:21])=[CH:11][CH:10]=1.[OH-].[Li+], predict the reaction product. The product is: [F:1][C:2]1[CH:35]=[C:34]([F:36])[CH:33]=[CH:32][C:3]=1[CH2:4][N:5]([CH2:29][CH2:30][CH3:31])[C:6](=[O:28])[CH2:7][O:8][C:9]1[CH:14]=[CH:13][C:12]([CH2:15][CH2:16][O:17][C:18]2[CH:27]=[CH:26][CH:25]=[CH:24][C:19]=2[C:20]([OH:22])=[O:21])=[CH:11][CH:10]=1.